This data is from NCI-60 drug combinations with 297,098 pairs across 59 cell lines. The task is: Regression. Given two drug SMILES strings and cell line genomic features, predict the synergy score measuring deviation from expected non-interaction effect. Drug 1: CC12CCC3C(C1CCC2=O)CC(=C)C4=CC(=O)C=CC34C. Drug 2: CCN(CC)CCNC(=O)C1=C(NC(=C1C)C=C2C3=C(C=CC(=C3)F)NC2=O)C. Cell line: A498. Synergy scores: CSS=40.3, Synergy_ZIP=-0.395, Synergy_Bliss=-1.15, Synergy_Loewe=-1.57, Synergy_HSA=-1.98.